This data is from CYP2D6 inhibition data for predicting drug metabolism from PubChem BioAssay. The task is: Regression/Classification. Given a drug SMILES string, predict its absorption, distribution, metabolism, or excretion properties. Task type varies by dataset: regression for continuous measurements (e.g., permeability, clearance, half-life) or binary classification for categorical outcomes (e.g., BBB penetration, CYP inhibition). Dataset: cyp2d6_veith. The drug is c1ccc(Cn2nnc3c(N4CCc5ccccc5C4)ncnc32)cc1. The result is 0 (non-inhibitor).